Dataset: Peptide-MHC class II binding affinity with 134,281 pairs from IEDB. Task: Regression. Given a peptide amino acid sequence and an MHC pseudo amino acid sequence, predict their binding affinity value. This is MHC class II binding data. (1) The binding affinity (normalized) is 0.431. The MHC is DRB1_1501 with pseudo-sequence DRB1_1501. The peptide sequence is LSYYKLGASQRVGTD. (2) The peptide sequence is MRSPVFTDNSSPPVV. The binding affinity (normalized) is 0.285. The MHC is DRB1_0301 with pseudo-sequence DRB1_0301. (3) The peptide sequence is TVLKQLVKSGVLAMS. The MHC is HLA-DQA10101-DQB10501 with pseudo-sequence HLA-DQA10101-DQB10501. The binding affinity (normalized) is 0.150. (4) The peptide sequence is IRNPLSRNSTHEMYY. The MHC is DRB3_0202 with pseudo-sequence DRB3_0202. The binding affinity (normalized) is 0.723. (5) The peptide sequence is TDATSILGIGTVLDQAETAG. The MHC is DRB1_0301 with pseudo-sequence DRB1_0301. The binding affinity (normalized) is 0.138. (6) The peptide sequence is YDKFLANVSTVLTGA. The MHC is DRB1_1101 with pseudo-sequence DRB1_1101. The binding affinity (normalized) is 0.276. (7) The peptide sequence is LALVGFLGGLITGIS. The MHC is DRB3_0101 with pseudo-sequence DRB3_0101. The binding affinity (normalized) is 0.569.